Dataset: Forward reaction prediction with 1.9M reactions from USPTO patents (1976-2016). Task: Predict the product of the given reaction. (1) The product is: [CH2:29]([C:28]([OH:31])([CH2:39][CH3:40])[CH2:27]/[CH:26]=[CH:25]\[O:24][C:21]([CH3:23])([C:20]1[C@:41]2([CH3:47])[C@H:17]([C:16]3[C@H:44]([CH2:43][CH2:42]2)[C@:45]2([CH3:46])[C:13]([CH2:12][C@@H:11]([OH:48])[CH2:10][C@@H:9]2[OH:8])=[CH:14][CH:15]=3)[CH2:18][CH:19]=1)[CH3:22])[CH3:30]. Given the reactants [Si]([O:8][C@@H:9]1[C@@:45]2([CH3:46])[C:13](=[CH:14][CH:15]=[C:16]3[C@@H:44]2[CH2:43][CH2:42][C@@:41]2([CH3:47])[C@H:17]3[CH2:18][CH:19]=[C:20]2[C:21]([O:24]/[CH:25]=[CH:26]\[CH2:27][C:28]([CH2:39][CH3:40])([O:31][Si](CC)(CC)CC)[CH2:29][CH3:30])([CH3:23])[CH3:22])[CH2:12][C@@H:11]([O:48][Si](C(C)(C)C)(C)C)[CH2:10]1)(C(C)(C)C)(C)C.O1CCCC1.[F-].C([N+](CCCC)(CCCC)CCCC)CCC, predict the reaction product. (2) Given the reactants [N+:1]1([O-])[C:2]([C:7]([O:9][C:10]([CH3:13])([CH3:12])[CH3:11])=[O:8])=[CH:3][CH:4]=[CH:5][CH:6]=1.C[Si]([C:19]#[N:20])(C)C.CN(C)C(Cl)=O, predict the reaction product. The product is: [C:19]([C:6]1[N:1]=[C:2]([C:7]([O:9][C:10]([CH3:13])([CH3:12])[CH3:11])=[O:8])[CH:3]=[CH:4][CH:5]=1)#[N:20].